This data is from Drug-target binding data from BindingDB using IC50 measurements. The task is: Regression. Given a target protein amino acid sequence and a drug SMILES string, predict the binding affinity score between them. We predict pIC50 (pIC50 = -log10(IC50 in M); higher means more potent). Dataset: bindingdb_ic50. (1) The drug is COc1cc(N)ccc1-c1nc2c(C)nn(C3CCCCC3)c2c(=O)[nH]1. The target protein (Q9NP56) has sequence MSCLMVERCGEILFENPDQNAKCVCMLGDIRLRGQTGVRAERRGSYPFIDFRLLNSTTYSGEIGTKKKVKRLLSFQRYFHASRLLRGIIPQAPLHLLDEDYLGQARHMLSKVGMWDFDIFLFDRLTNGNSLVTLLCHLFNTHGLIHHFKLDMVTLHRFLVMVQEDYHSQNPYHNAVHAADVTQAMHCYLKEPKLASFLTPLDIMLGLLAAAAHDVDHPGVNQPFLIKTNHHLANLYQNMSVLENHHWRSTIGMLRESRLLAHLPKEMTQDIEQQLGSLILATDINRQNEFLTRLKAHLHNKDLRLEDAQDRHFMLQIALKCADICNPCRIWEMSKQWSERVCEEFYRQGELEQKFELEISPLCNQQKDSIPSIQIGFMSYIVEPLFREWAHFTGNSTLSENMLGHLAHNKAQWKSLLPRQHRSRGSSGSGPDHDHAGQGTESEEQEGDSP. The pIC50 is 8.0. (2) The drug is CC(C)[C@H](NS(=O)(=O)c1ccc2c(c1)oc1ccc(-c3nccs3)cc12)C(=O)O. The target protein sequence is PFDGRGGVIAHAFGPGPQIGGDMHFDEAEIWTKTYKGT. The pIC50 is 7.2. (3) The small molecule is Cc1cc(Cl)cc(Cl)c1CNC(=O)C1CCOc2ncsc21. The target protein (Q99572) has sequence MPACCSCSDVFQYETNKVTRIQSMNYGTIKWFFHVIIFSYVCFALVSDKLYQRKEPVISSVHTKVKGIAEVKEEIVENGVKKLVHSVFDTADYTFPLQGNSFFVMTNFLKTEGQEQRLCPEYPTRRTLCSSDRGCKKGWMDPQSKGIQTGRCVVYEGNQKTCEVSAWCPIEAVEEAPRPALLNSAENFTVLIKNNIDFPGHNYTTRNILPGLNITCTFHKTQNPQCPIFRLGDIFRETGDNFSDVAIQGGIMGIEIYWDCNLDRWFHHCRPKYSFRRLDDKTTNVSLYPGYNFRYAKYYKENNVEKRTLIKVFGIRFDILVFGTGGKFDIIQLVVYIGSTLSYFGLAAVFIDFLIDTYSSNCCRSHIYPWCKCCQPCVVNEYYYRKKCESIVEPKPTLKYVSFVDESHIRMVNQQLLGRSLQDVKGQEVPRPAMDFTDLSRLPLALHDTPPIPGQPEEIQLLRKEATPRSRDSPVWCQCGSCLPSQLPESHRCLEELCCR.... The pIC50 is 8.8. (4) The compound is C[C@H](c1cccc(Cl)c1)N(C(=O)c1ccccc1)[C@@H](C(N)=O)c1ccccc1. The target protein (Q7Z2W7) has sequence MSFRAARLSMRNRRNDTLDSTRTLYSSASRSTDLSYSESDLVNFIQANFKKRECVFFTKDSKATENVCKCGYAQSQHMEGTQINQSEKWNYKKHTKEFPTDAFGDIQFETLGKKGKYIRLSCDTDAEILYELLTQHWHLKTPNLVISVTGGAKNFALKPRMRKIFSRLIYIAQSKGAWILTGGTHYGLMKYIGEVVRDNTISRSSEENIVAIGIAAWGMVSNRDTLIRNCDAEGYFLAQYLMDDFTRDPLYILDNNHTHLLLVDNGCHGHPTVEAKLRNQLEKYISERTIQDSNYGGKIPIVCFAQGGGKETLKAINTSIKNKIPCVVVEGSGQIADVIASLVEVEDALTSSAVKEKLVRFLPRTVSRLPEEETESWIKWLKEILECSHLLTVIKMEEAGDEIVSNAISYALYKAFSTSEQDKDNWNGQLKLLLEWNQLDLANDEIFTNDRRWESADLQEVMFTALIKDRPKFVRLFLENGLNLRKFLTHDVLTELFSNH.... The pIC50 is 6.4. (5) The drug is CNC(=O)c1ccc(O)cc1OC[C@@H](O)CN1CCC2(CC1)Cc1cc(Cl)ccc1O2. The target protein sequence is MEISNITETYPTTTEYDYGDSTPCQKTDVRAFGAGLLPPLYSFVFIIGVVGNILVILVLMQHRRLQSMTSIYLFNLAVSDLVFLFTLPFWIDYKLKDNWVFGDAMCKLLSGFYYLGLYSEIFFIILLTIDRYLAIVHAVFSLRARTVTFGIITSIIIWALAILASIPALCFFKAQWEFTHHTCSPHFPDESLKTWKRFQALKLNLLGLILPLLVMIICYAGIIRILLRRPNEKKAKAVRLIFAITLLFFLLWTPYNLTVFVSAFQDVLFTNQCEQSKQLDLAIQVTEVIAYTHCCVNPIIYVFVGERFRKYLRQLFQRHVAIPLAKWLPFFSVDQLERTSSLTPSTGEHELSGGF. The pIC50 is 6.8. (6) The compound is O=C(Nc1ccc(C[C@@H]2CC[C@H]([C@H](O)c3cccnc3)N2)cc1)[C@@H]1CCc2scnc21. The target protein (P08588) has sequence MGAGVLVLGASEPGNLSSAAPLPDGAATAARLLVPASPPASLLPPASESPEPLSQQWTAGMGLLMALIVLLIVAGNVLVIVAIAKTPRLQTLTNLFIMSLASADLVMGLLVVPFGATIVVWGRWEYGSFFCELWTSVDVLCVTASIETLCVIALDRYLAITSPFRYQSLLTRARARGLVCTVWAISALVSFLPILMHWWRAESDEARRCYNDPKCCDFVTNRAYAIASSVVSFYVPLCIMAFVYLRVFREAQKQVKKIDSCERRFLGGPARPPSPSPSPVPAPAPPPGPPRPAAAAATAPLANGRAGKRRPSRLVALREQKALKTLGIIMGVFTLCWLPFFLANVVKAFHRELVPDRLFVFFNWLGYANSAFNPIIYCRSPDFRKAFQRLLCCARRAARRRHATHGDRPRASGCLARPGPPPSPGAASDDDDDDVVGATPPARLLEPWAGCNGGAAADSDSSLDEPCRPGFASESKV. The pIC50 is 4.7. (7) The compound is CCC(=O)CCCCC[C@@H]1NC(=O)[C@H]2CCCCN2CC(=O)[C@H]([C@@H](C)CC)NC(=S)[C@H](Cc2cn(OC)c3ccccc23)NC1=O. The target protein sequence is MGAKKKIAYFYDEEVGNFHYGLGHPMKPHRVRMTHDLVSQYGLLEKVDVMVPTPGTVESLTRFHSNDYVDFLRSVNTDNMHDYSDHLARFNVGEDCPVFDGLWEFCQLSAGGSLGGAQSVNELGYQYAINWAGGLHHGKKHEASGFCYVNDCVLGALEFLKYQHRVCYVDIDIHHGDGVEEAFYTSPRCMCVSFHKYGDYFPGTGALNDVGVEEGLGYSVNVPLKDGVDDATFIDLFTKVMTLVMENYRPGAIVLQCGADSLSGDRLGCFNLSLKGHGHAVSFLKKFNVPLLILGGGGYTLRNVPKCWTYETSLIVDTYIDEQLPNSSNFYGYYGPDFSLAVRTSNMENLNSRQDCEEIYRKISENFRDYVFPIGSQISAYDIPEKLPLLYNPNKTPDDYKDGNNIKHEQHQDFDDEMKEWPTVDYNNRAIG. The pIC50 is 6.7.